From a dataset of Experimentally validated miRNA-target interactions with 360,000+ pairs, plus equal number of negative samples. Binary Classification. Given a miRNA mature sequence and a target amino acid sequence, predict their likelihood of interaction. The miRNA is hsa-miR-1322 with sequence GAUGAUGCUGCUGAUGCUG. The protein sequence of the target gene is MAEEGIAAGGVMDVNTALQEVLKTALIHDGLARGIREAAKALDKRQAHLCVLASNCDEPMYVKLVEALCAEHQINLIKVDDNKKLGEWVGLCKIDREGKPRKVVGCSCVVVKDYGKESQAKDVIEEYFKCKK. Result: 0 (no interaction).